Dataset: Reaction yield outcomes from USPTO patents with 853,638 reactions. Task: Predict the reaction yield, written as a fraction of the theoretical maximum amount of product (1.0 means a 100% yield; for example, 0.34 means a 34% yield). (1) The reactants are [NH2:1][C:2]1[C:7]2=[C:8]([C:13]3[CH:18]=[CH:17][C:16]([NH:19][C:20]([NH:22][C:23]4[CH:28]=[CH:27][CH:26]=[C:25]([C:29]([F:32])([F:31])[F:30])[N:24]=4)=[O:21])=[CH:15][CH:14]=3)[CH:9]=[C:10]([CH:11]=O)[N:6]2[N:5]=[CH:4][N:3]=1.[F:33][C:34]([F:38])([F:37])[CH2:35][NH2:36].C(O[BH-](OC(=O)C)OC(=O)C)(=O)C.[Na+]. The catalyst is ClCCCl. The product is [NH2:1][C:2]1[C:7]2=[C:8]([C:13]3[CH:18]=[CH:17][C:16]([NH:19][C:20]([NH:22][C:23]4[CH:28]=[CH:27][CH:26]=[C:25]([C:29]([F:32])([F:31])[F:30])[N:24]=4)=[O:21])=[CH:15][CH:14]=3)[CH:9]=[C:10]([CH2:11][NH:36][CH2:35][C:34]([F:38])([F:37])[F:33])[N:6]2[N:5]=[CH:4][N:3]=1. The yield is 0.350. (2) The reactants are [Br:1][C:2]1[C:3]([CH3:13])=[C:4]([N+:10]([O-:12])=[O:11])[C:5]([O:8][CH3:9])=[N:6][CH:7]=1.C[O-].[Li+].CO[CH:19](OC)[N:20]([CH3:22])[CH3:21].O. The catalyst is CN(C)C=O. The product is [Br:1][C:2]1[C:3](/[CH:13]=[CH:19]/[N:20]([CH3:22])[CH3:21])=[C:4]([N+:10]([O-:12])=[O:11])[C:5]([O:8][CH3:9])=[N:6][CH:7]=1. The yield is 0.760. (3) The reactants are [Cl:1][C:2]1[CH:26]=[C:25]([Cl:27])[CH:24]=[CH:23][C:3]=1[CH2:4][O:5][C:6]1[C:11]([CH3:12])=[C:10]([O:13][CH2:14][CH2:15][O:16][CH3:17])[CH:9]=[CH:8][C:7]=1/[CH:18]=[CH:19]/[C:20](O)=[O:21].CC1C=CC=C([N+]([O-])=O)C=1C(OC(=O)C1C([N+]([O-])=O)=CC=CC=1C)=O.[CH2:53]([S:58]([NH2:61])(=[O:60])=[O:59])[CH2:54][CH2:55][CH2:56][CH3:57].Cl. The catalyst is C(#N)C.CN(C)C1C=CN=CC=1.C(OCC)(=O)C.C(N(CC)CC)C. The product is [OH2:5].[Cl:1][C:2]1[CH:26]=[C:25]([Cl:27])[CH:24]=[CH:23][C:3]=1[CH2:4][O:5][C:6]1[C:11]([CH3:12])=[C:10]([O:13][CH2:14][CH2:15][O:16][CH3:17])[CH:9]=[CH:8][C:7]=1/[CH:18]=[CH:19]/[C:20]([NH:61][S:58]([CH2:53][CH2:54][CH2:55][CH2:56][CH3:57])(=[O:60])=[O:59])=[O:21]. The yield is 0.320. (4) The reactants are [OH-].[Na+].[CH:3]1([CH2:6][S:7]([N:10]([C:18]2[C:19]([F:28])=[C:20]([C:24]([F:27])=[CH:25][CH:26]=2)[C:21]([OH:23])=[O:22])S(CC2CC2)(=O)=O)(=[O:9])=[O:8])[CH2:5][CH2:4]1. The catalyst is C1COCC1.CO. The product is [CH:3]1([CH2:6][S:7]([NH:10][C:18]2[C:19]([F:28])=[C:20]([C:24]([F:27])=[CH:25][CH:26]=2)[C:21]([OH:23])=[O:22])(=[O:8])=[O:9])[CH2:5][CH2:4]1. The yield is 0.510. (5) The reactants are [CH3:1][O:2][C:3](=[O:14])[C:4]1[CH:9]=[C:8]([O:10][CH2:11][CH3:12])[CH:7]=[C:6]([NH2:13])[CH:5]=1.CCN(CC)CC.[Cl:22][CH2:23][CH2:24][CH2:25][C:26](Cl)=[O:27]. The catalyst is C(Cl)Cl. The product is [CH3:1][O:2][C:3](=[O:14])[C:4]1[CH:9]=[C:8]([O:10][CH2:11][CH3:12])[CH:7]=[C:6]([NH:13][C:26](=[O:27])[CH2:25][CH2:24][CH2:23][Cl:22])[CH:5]=1. The yield is 1.15. (6) The reactants are [NH4+].[OH-].S[C:4]1[N:5]=[C:6]([OH:14])[C:7]2[C@H:12]([CH3:13])[CH2:11][CH2:10][C:8]=2[N:9]=1. The catalyst is [Ni].O. The product is [CH3:13][C@H:12]1[C:7]2[C:6]([OH:14])=[N:5][CH:4]=[N:9][C:8]=2[CH2:10][CH2:11]1. The yield is 0.990. (7) The reactants are [I:1][C:2]1[CH:3]=[C:4]([N+:9]([O-])=O)[C:5]([Cl:8])=[N:6][CH:7]=1.Cl. The catalyst is O.[Fe].C(O)C. The product is [I:1][C:2]1[CH:3]=[C:4]([NH2:9])[C:5]([Cl:8])=[N:6][CH:7]=1. The yield is 0.920. (8) The reactants are [F:1][C:2]([F:23])([F:22])[C:3]1[CH:21]=[CH:20][C:6]([CH2:7][NH:8][C:9]2[C:18]([NH2:19])=[C:17]3[C:12]([CH:13]=[CH:14][CH:15]=[N:16]3)=[CH:11][CH:10]=2)=[CH:5][CH:4]=1.[S:24](N)(N)(=[O:26])=[O:25]. The catalyst is N1C=CC=CC=1. The product is [F:23][C:2]([F:22])([F:1])[C:3]1[CH:21]=[CH:20][C:6]([CH2:7][N:8]2[C:9]3=[CH:10][CH:11]=[C:12]4[C:17]([N:16]=[CH:15][CH:14]=[CH:13]4)=[C:18]3[NH:19][S:24]2(=[O:26])=[O:25])=[CH:5][CH:4]=1. The yield is 0.120. (9) The reactants are [F:1][C:2]1[CH:27]=[CH:26][C:5]([CH2:6][CH2:7][O:8][CH2:9][CH2:10][O:11][C:12]2[CH:17]=[CH:16][C:15]([O:18]CC3C=CC=CC=3)=[CH:14][CH:13]=2)=[CH:4][CH:3]=1.C1(COCCOC2C=CC(O)=CC=2)CC1. No catalyst specified. The product is [F:1][C:2]1[CH:3]=[CH:4][C:5]([CH2:6][CH2:7][O:8][CH2:9][CH2:10][O:11][C:12]2[CH:17]=[CH:16][C:15]([OH:18])=[CH:14][CH:13]=2)=[CH:26][CH:27]=1. The yield is 1.00.